This data is from Forward reaction prediction with 1.9M reactions from USPTO patents (1976-2016). The task is: Predict the product of the given reaction. (1) The product is: [ClH:15].[Cl:50][C:49]1[CH:48]=[CH:47][CH:46]=[CH:45][C:44]=1/[CH:43]=[CH:42]/[C:34]1[N:33]([C:28]2[CH:29]=[CH:30][CH:31]=[CH:32][N:27]=2)[C:37]2[CH:38]=[CH:39][CH:40]=[CH:41][C:36]=2[N:35]=1. Given the reactants N1C=CC=CC=1NC1C=CC=CC=1N.[Cl:15]C1C=CC=CC=1/C=C/C(Cl)=O.[N:27]1[CH:32]=[CH:31][CH:30]=[CH:29][C:28]=1[N:33]1[C:37]2[CH:38]=[CH:39][CH:40]=[CH:41][C:36]=2[N:35]=[C:34]1/[CH:42]=[CH:43]/[C:44]1[CH:49]=[CH:48][CH:47]=[CH:46][CH:45]=1.[ClH:50], predict the reaction product. (2) Given the reactants [CH:1]12[O:7][CH:6]1[CH2:5][CH2:4][N:3]([C:8]([O:10][C:11]([CH3:14])([CH3:13])[CH3:12])=[O:9])[CH2:2]2.C([O-])([O-])=O.[K+].[K+].[C:21]1([OH:27])[CH:26]=[CH:25][CH:24]=[CH:23][CH:22]=1, predict the reaction product. The product is: [OH:7][CH:1]1[CH:6]([O:27][C:21]2[CH:26]=[CH:25][CH:24]=[CH:23][CH:22]=2)[CH2:5][CH2:4][N:3]([C:8]([O:10][C:11]([CH3:14])([CH3:13])[CH3:12])=[O:9])[CH2:2]1. (3) Given the reactants [C:1]([O:4][CH2:5][C:6]1[C:11]([N:12]2[CH2:24][CH2:23][N:15]3[C:16]4[CH2:17][CH2:18][CH2:19][CH2:20][C:21]=4[CH:22]=[C:14]3[C:13]2=[O:25])=[CH:10][C:9]([F:26])=[CH:8][C:7]=1B1OC(C)(C)C(C)(C)O1)(=[O:3])[CH3:2].Br[C:37]1[CH:38]=[C:39]([NH:45][C:46]2[CH:55]=[C:49]3[CH2:50][N:51]([CH3:54])[CH2:52][CH2:53][N:48]3[N:47]=2)[C:40](=[O:44])[N:41]([CH3:43])[CH:42]=1.CC(O[Na])=O.[O-]P([O-])([O-])=O.[K+].[K+].[K+], predict the reaction product. The product is: [C:1]([O:4][CH2:5][C:6]1[C:11]([N:12]2[CH2:24][CH2:23][N:15]3[C:16]4[CH2:17][CH2:18][CH2:19][CH2:20][C:21]=4[CH:22]=[C:14]3[C:13]2=[O:25])=[CH:10][C:9]([F:26])=[CH:8][C:7]=1[C:37]1[CH:38]=[C:39]([NH:45][C:46]2[CH:55]=[C:49]3[CH2:50][N:51]([CH3:54])[CH2:52][CH2:53][N:48]3[N:47]=2)[C:40](=[O:44])[N:41]([CH3:43])[CH:42]=1)(=[O:3])[CH3:2].